The task is: Predict which catalyst facilitates the given reaction.. This data is from Catalyst prediction with 721,799 reactions and 888 catalyst types from USPTO. (1) Reactant: [Br:1][C:2]1[CH:3]=[CH:4][CH:5]=[C:6]2[C:11]=1[NH:10][C:9](=[O:12])[CH2:8][NH:7]2.C(OC(=O)CNC1C=CC=C(Br)C=1N)C.[OH-].[Na+].OO. Product: [Br:1][C:2]1[CH:3]=[CH:4][CH:5]=[C:6]2[C:11]=1[NH:10][C:9](=[O:12])[CH:8]=[N:7]2. The catalyst class is: 33. (2) Product: [C:1]([O:5][C:6](=[O:18])[NH:7][CH2:8][C:9]1[CH:14]=[CH:13][N:12]=[C:11]2[N:15]([S:22]([CH3:21])(=[O:24])=[O:23])[CH:16]=[CH:17][C:10]=12)([CH3:4])([CH3:2])[CH3:3]. The catalyst class is: 18. Reactant: [C:1]([O:5][C:6](=[O:18])[NH:7][CH2:8][C:9]1[CH:14]=[CH:13][N:12]=[C:11]2[NH:15][CH:16]=[CH:17][C:10]=12)([CH3:4])([CH3:3])[CH3:2].[OH-].[K+].[CH3:21][S:22](Cl)(=[O:24])=[O:23]. (3) Reactant: FC(F)(F)C(O)=O.[CH2:8]([O:12][C:13]1[N:21]=[C:20]2[C:16]([N:17]=[C:18]([O:22][CH3:23])[NH:19]2)=[C:15]([NH2:24])[N:14]=1)[CH2:9][CH2:10][CH3:11].C(=O)([O-])[O-].[K+].[K+].Br[CH2:32][CH2:33][CH:34]1[CH2:38][CH2:37][O:36][CH2:35]1. Product: [CH2:8]([O:12][C:13]1[N:21]=[C:20]2[C:16]([N:17]=[C:18]([O:22][CH3:23])[N:19]2[CH2:32][CH2:33][CH:34]2[CH2:38][CH2:37][O:36][CH2:35]2)=[C:15]([NH2:24])[N:14]=1)[CH2:9][CH2:10][CH3:11]. The catalyst class is: 3. (4) Reactant: [Br:1][C:2]1[CH:3]=[C:4]([CH:12]2[C:21]3[C:20](=[O:22])[CH2:19][CH:18]([CH2:23][CH2:24][CH3:25])[CH2:17][C:16]=3[NH:15][C:14]([CH3:26])=[C:13]2[C:27]#[N:28])[CH:5]=[C:6]([N+:9]([O-])=O)[C:7]=1[OH:8].C(O)(=O)C. Product: [NH2:9][C:6]1[CH:5]=[C:4]([CH:12]2[C:21]3[C:20](=[O:22])[CH2:19][CH:18]([CH2:23][CH2:24][CH3:25])[CH2:17][C:16]=3[NH:15][C:14]([CH3:26])=[C:13]2[C:27]#[N:28])[CH:3]=[C:2]([Br:1])[C:7]=1[OH:8]. The catalyst class is: 324.